From a dataset of Full USPTO retrosynthesis dataset with 1.9M reactions from patents (1976-2016). Predict the reactants needed to synthesize the given product. (1) Given the product [CH:22]1([C@@H:16]([C:12]2[CH:13]=[CH:14][CH:15]=[C:10]([O:9][CH2:8][C:6]3[CH:5]=[N:4][C:3]([C:25]4[CH:30]=[C:29]([O:31][CH3:32])[CH:28]=[CH:27][C:26]=4[F:33])=[C:2]([O:40][CH2:39][CH:37]4[CH2:38][C:35]([CH3:41])([CH3:34])[CH2:36]4)[N:7]=3)[CH:11]=2)[CH2:17][C:18]([OH:20])=[O:19])[CH2:24][CH2:23]1, predict the reactants needed to synthesize it. The reactants are: Cl[C:2]1[N:7]=[C:6]([CH2:8][O:9][C:10]2[CH:11]=[C:12]([C@H:16]([CH:22]3[CH2:24][CH2:23]3)[CH2:17][C:18]([O:20]C)=[O:19])[CH:13]=[CH:14][CH:15]=2)[CH:5]=[N:4][C:3]=1[C:25]1[CH:30]=[C:29]([O:31][CH3:32])[CH:28]=[CH:27][C:26]=1[F:33].[CH3:34][C:35]1([CH3:41])[CH2:38][CH:37]([CH2:39][OH:40])[CH2:36]1. (2) Given the product [O:13]1[C:17]([C:18]2[CH:19]=[CH:20][C:21]([NH:24][N:25]=[CH:7][C:6]3[CH:9]=[CH:10][CH:11]=[CH:12][C:5]=3[CH2:4][N:2]([CH3:3])[CH3:1])=[CH:22][CH:23]=2)=[CH:16][N:15]=[CH:14]1, predict the reactants needed to synthesize it. The reactants are: [CH3:1][N:2]([CH2:4][C:5]1[CH:12]=[CH:11][CH:10]=[CH:9][C:6]=1[CH:7]=O)[CH3:3].[O:13]1[C:17]([C:18]2[CH:23]=[CH:22][C:21]([NH:24][NH2:25])=[CH:20][CH:19]=2)=[CH:16][N:15]=[CH:14]1. (3) The reactants are: [Cl:1][C:2]1[CH:7]=[C:6]([O:8][CH3:9])[CH:5]=[CH:4][C:3]=1[C:10]1[N:15]2[N:16]=[C:17]([CH3:22])[C:18](C(O)=O)=[C:14]2[CH:13]=[CH:12][C:11]=1[CH3:23].C([N:26](CC)CC)C.C1(P(N=[N+]=[N-])(C2C=CC=CC=2)=O)C=CC=CC=1.O. Given the product [Cl:1][C:2]1[CH:7]=[C:6]([O:8][CH3:9])[CH:5]=[CH:4][C:3]=1[C:10]1[N:15]2[N:16]=[C:17]([CH3:22])[C:18]([NH2:26])=[C:14]2[CH:13]=[CH:12][C:11]=1[CH3:23], predict the reactants needed to synthesize it. (4) Given the product [CH2:22]([O:21][C:19](=[O:20])[CH2:18][C:12]1[CH:17]=[CH:16][C:15]([C:4](=[O:5])[CH2:3][CH2:2][C:1]([OH:6])=[O:7])=[CH:14][CH:13]=1)[CH3:23], predict the reactants needed to synthesize it. The reactants are: [C:1]1(=[O:7])[O:6][C:4](=[O:5])[CH2:3][CH2:2]1.[Cl-].[Al+3].[Cl-].[Cl-].[C:12]1([CH2:18][C:19]([O:21][CH2:22][CH3:23])=[O:20])[CH:17]=[CH:16][CH:15]=[CH:14][CH:13]=1.Cl. (5) The reactants are: [Cl:1][C:2]1[CH:3]=[C:4]([CH2:9][S:10]([NH:13][C:14]2[N:15]=[N:16][C:17]([S:22]([CH2:25][CH3:26])(=[O:24])=[O:23])=[CH:18][C:19]=2[O:20]C)(=[O:12])=[O:11])[CH:5]=[C:6]([Cl:8])[CH:7]=1. Given the product [Cl:1][C:2]1[CH:3]=[C:4]([CH2:9][S:10]([NH:13][C:14]2[N:15]=[N:16][C:17]([S:22]([CH2:25][CH3:26])(=[O:24])=[O:23])=[CH:18][C:19]=2[OH:20])(=[O:11])=[O:12])[CH:5]=[C:6]([Cl:8])[CH:7]=1, predict the reactants needed to synthesize it. (6) Given the product [C:33]([O:37][C:38]([N:40]1[CH2:45][CH2:44][N:43]([C:46]2[CH:51]=[CH:50][C:49]([C:2]3[CH:7]=[CH:6][C:5]([C@:8]4([C:29]([F:31])([F:30])[F:32])[C:18]#[C:17][CH2:16][S:15][CH2:14][C@@H:13]([C:19]([O:21][CH3:22])=[O:20])[NH:12][C:11](=[O:23])[C@H:10]([CH2:24][C:25]([F:28])([CH3:27])[CH3:26])[NH:9]4)=[CH:4][CH:3]=3)=[CH:48][CH:47]=2)[CH2:42][CH2:41]1)=[O:39])([CH3:36])([CH3:34])[CH3:35], predict the reactants needed to synthesize it. The reactants are: Br[C:2]1[CH:7]=[CH:6][C:5]([C@:8]2([C:29]([F:32])([F:31])[F:30])[C:18]#[C:17][CH2:16][S:15][CH2:14][C@@H:13]([C:19]([O:21][CH3:22])=[O:20])[NH:12][C:11](=[O:23])[C@H:10]([CH2:24][C:25]([F:28])([CH3:27])[CH3:26])[NH:9]2)=[CH:4][CH:3]=1.[C:33]([O:37][C:38]([N:40]1[CH2:45][CH2:44][N:43]([C:46]2[CH:51]=[CH:50][C:49](B(O)O)=[CH:48][CH:47]=2)[CH2:42][CH2:41]1)=[O:39])([CH3:36])([CH3:35])[CH3:34].CN(C=O)C.C([O-])([O-])=O.[Na+].[Na+].